This data is from Experimentally validated miRNA-target interactions with 360,000+ pairs, plus equal number of negative samples. The task is: Binary Classification. Given a miRNA mature sequence and a target amino acid sequence, predict their likelihood of interaction. (1) The miRNA is hsa-miR-302c-3p with sequence UAAGUGCUUCCAUGUUUCAGUGG. The protein sequence of the target gene is MEDPTLYIVERPLPGYPDAEAPEPSSAGAQAAEEPSGAGSEELIKSDQVNGVLVLSLLDKIIGAVDQIQLTQAQLEERQAEMEGAVQSIQGELSKLGKAHATTSNTVSKLLEKVRKVSVNVKTVRGSLERQAGQIKKLEVNEAELLRRRNFKVMIYQDEVKLPAKLSISKSLKESEALPEKEGEELGEGERPEEDAAALELSSDEAVEVEEVIEESRAERIKRSGLRRVDDFKKAFSKEKMEKTKVRTRENLEKTRLKTKENLEKTRHTLEKRMNKLGTRLVPAERREKLKTSRDKLRKS.... Result: 1 (interaction). (2) The miRNA is mmu-miR-15a-5p with sequence UAGCAGCACAUAAUGGUUUGUG. The protein sequence of the target gene is MPVHSRGDKKETNHHDEMEVDYAENEGSSSEDEDTESSSVSEDGDSSEMDDEDCERRRMECLDEMSNLEKQFTDLKDQLYKERLSQVDAKLQEVIAGKAPEYLEPLATLQENMQIRTKVAGIYRELCLESVKNKYECEIQASRQHCESEKLLLYDTVQSELEEKIRRLEEDRHSIDITSELWNDELQSRKKRKDPFSPDKKKPVVVSGPYIVYMLQDLDILEDWTTIRKAMATLGPHRVKTEPPVKLEKHLHSARSEEGRLYYDGEWYIRGQTICIDRKDECPTSAVITTINHDEVWFKR.... Result: 1 (interaction). (3) The miRNA is hsa-miR-6810-5p with sequence AUGGGGACAGGGAUCAGCAUGGC. The protein sequence of the target gene is MELENFVANNLLLKARLGFNKQTGRSKKWRELLKFPPVSMCTELRWSIEKDFSSLCDKQPIGRLLFRQFCDTKPDLKRCIEFLDAVAEYEVTIEEEQREFGLAIFSRFFKEKSEVPLPEIPPDIVKECKWNLKQNSPSQNVFEECAGIVCKYLSETPFEEYQESTYFNRFLQWKWLERRPVTKNTFRQYRVLGKGGFGEVCACQVRATGKMYACKKLEKKRIKKRKGEAMALNEKRILEKLHSRFVVSLAYTYETKDALCLVLTIMNGGDLKYHIYNLGDPGFEEPRAVFYAAELCCGLE.... Result: 0 (no interaction). (4) The miRNA is hsa-miR-4509 with sequence ACUAAAGGAUAUAGAAGGUUUU. The protein sequence of the target gene is MDTAEEDICRVCRSEGTPEKPLYHPCVCTGSIKFIHQECLVQWLKHSRKEYCELCKHRFAFTPIYSPDMPSRLPIQDIFAGLVTSIGTAIRYWFHYTLVAFAWLGVVPLTACRIYKCLFTGSVSSLLTLPLDMLSTENLLADCLQGCFVVTCTLCAFISLVWLREQIVHGGAPIWLEHAAPPFNAAGHHQNEAPAGGNGAENVAADQPANPPAENAVVGENPDAQDDQAEEEEEDNEEEDDAGVEDAADANNGAQDDMNWNALEWDRAAEELTWERMLGLDGSLVFLEHVFWVVSLNTLF.... Result: 1 (interaction).